From a dataset of Catalyst prediction with 721,799 reactions and 888 catalyst types from USPTO. Predict which catalyst facilitates the given reaction. (1) Reactant: [Si:1]([O:8][C@H:9]1[CH2:14][CH2:13][C@H:12]([N:15]2[CH:19]=[C:18](I)[CH:17]=[N:16]2)[CH2:11][CH2:10]1)([C:4]([CH3:7])([CH3:6])[CH3:5])([CH3:3])[CH3:2].C([Mg]Cl)(C)C.CO[B:28]1[O:32][C:31]([CH3:34])([CH3:33])[C:30]([CH3:36])([CH3:35])[O:29]1.[NH4+].[Cl-]. Product: [Si:1]([O:8][C@H:9]1[CH2:14][CH2:13][C@H:12]([N:15]2[CH:19]=[C:18]([B:28]3[O:32][C:31]([CH3:34])([CH3:33])[C:30]([CH3:36])([CH3:35])[O:29]3)[CH:17]=[N:16]2)[CH2:11][CH2:10]1)([C:4]([CH3:7])([CH3:6])[CH3:5])([CH3:3])[CH3:2]. The catalyst class is: 1. (2) Reactant: [CH3:1][S:2]([O:5][C:6]1[CH:11]=[CH:10][C:9]([C:12]2([C:20]3[CH:25]=[CH:24][C:23]([F:26])=[C:22](Br)[CH:21]=3)[C:16](=[O:17])[N:15]([CH3:18])[C:14]([NH2:19])=[N:13]2)=[CH:8][CH:7]=1)(=[O:4])=[O:3].[C:28]([C:30]1[CH:31]=[C:32](B(O)O)[CH:33]=[CH:34][CH:35]=1)#[N:29].C(=O)([O-])[O-].[K+].[K+]. Product: [CH3:1][S:2]([O:5][C:6]1[CH:11]=[CH:10][C:9]([C:12]2([C:20]3[CH:21]=[C:22]([C:34]4[CH:33]=[CH:32][CH:31]=[C:30]([C:28]#[N:29])[CH:35]=4)[C:23]([F:26])=[CH:24][CH:25]=3)[C:16](=[O:17])[N:15]([CH3:18])[C:14]([NH2:19])=[N:13]2)=[CH:8][CH:7]=1)(=[O:4])=[O:3]. The catalyst class is: 7. (3) Reactant: C(OC(=O)[NH:7][C:8]1[CH:13]=[C:12]([NH:14][CH2:15][CH:16]([CH3:18])[CH3:17])[C:11]([Cl:19])=[CH:10][C:9]=1[NH:20][C:21](=[O:36])[CH2:22][C:23](=O)[C:24]1[CH:29]=[CH:28][CH:27]=[C:26]([N:30]2[CH:34]=[N:33][CH:32]=[N:31]2)[CH:25]=1)(C)(C)C.C(O)(C(F)(F)F)=O. Product: [Cl:19][C:11]1[C:12]([NH:14][CH2:15][CH:16]([CH3:18])[CH3:17])=[CH:13][C:8]2[N:7]=[C:23]([C:24]3[CH:29]=[CH:28][CH:27]=[C:26]([N:30]4[CH:34]=[N:33][CH:32]=[N:31]4)[CH:25]=3)[CH2:22][C:21](=[O:36])[NH:20][C:9]=2[CH:10]=1. The catalyst class is: 2. (4) Reactant: [C:1]([O:5][C:6]([N:8]([CH2:20][CH2:21][CH:22]=[CH2:23])[NH:9][C:10]([O:12][CH2:13][C:14]1[CH:19]=[CH:18][CH:17]=[CH:16][CH:15]=1)=[O:11])=[O:7])([CH3:4])([CH3:3])[CH3:2].[CH2:24](Br)[CH:25]=[CH2:26]. Product: [C:1]([O:5][C:6]([N:8]([CH2:20][CH2:21][CH:22]=[CH2:23])[N:9]([CH2:26][CH:25]=[CH2:24])[C:10]([O:12][CH2:13][C:14]1[CH:19]=[CH:18][CH:17]=[CH:16][CH:15]=1)=[O:11])=[O:7])([CH3:4])([CH3:3])[CH3:2]. The catalyst class is: 3.